Dataset: Full USPTO retrosynthesis dataset with 1.9M reactions from patents (1976-2016). Task: Predict the reactants needed to synthesize the given product. (1) The reactants are: [H-].[Na+].FC(F)(F)C(O)=O.[F:10][C:11]1[C:16]([F:17])=[CH:15][CH:14]=[CH:13][C:12]=1[CH2:18][S:19][C:20]1[N:25]=[C:24]([NH:26][S:27]([N:30]2[CH2:35][CH2:34][NH:33][CH2:32][CH2:31]2)(=[O:29])=[O:28])[CH:23]=[C:22]([O:36][CH3:37])[N:21]=1.Br[CH2:39][C:40]([O:42][CH2:43][CH3:44])=[O:41]. Given the product [CH2:43]([O:42][C:40](=[O:41])[CH2:39][N:33]1[CH2:32][CH2:31][N:30]([S:27](=[O:29])(=[O:28])[NH:26][C:24]2[CH:23]=[C:22]([O:36][CH3:37])[N:21]=[C:20]([S:19][CH2:18][C:12]3[CH:13]=[CH:14][CH:15]=[C:16]([F:17])[C:11]=3[F:10])[N:25]=2)[CH2:35][CH2:34]1)[CH3:44], predict the reactants needed to synthesize it. (2) Given the product [Cl:1][C:2]1[CH:7]=[CH:6][C:5]([C:12]2[N:17]=[C:16]([NH2:18])[N:15]=[C:14]([NH:19][CH2:20][CH:21]=[CH2:22])[CH:13]=2)=[CH:4][CH:3]=1, predict the reactants needed to synthesize it. The reactants are: [Cl:1][C:2]1[CH:7]=[CH:6][C:5](B(O)O)=[CH:4][CH:3]=1.Cl[C:12]1[N:17]=[C:16]([NH2:18])[N:15]=[C:14]([NH:19][CH2:20][CH:21]=[CH2:22])[CH:13]=1. (3) Given the product [NH2:1][C:2]1[S:3][C:4]([O:7][C:8]2[CH:9]=[C:10]([CH2:11][OH:12])[CH:16]=[CH:17][CH:18]=2)=[CH:5][N:6]=1, predict the reactants needed to synthesize it. The reactants are: [NH2:1][C:2]1[S:3][C:4]([O:7][C:8]2[CH:9]=[C:10]([CH:16]=[CH:17][CH:18]=2)[C:11](OCC)=[O:12])=[CH:5][N:6]=1.[H-].[Al+3].[Li+].[H-].[H-].[H-]. (4) Given the product [NH2:42][C:40]1[S:41][C:28]([C:27]2[CH:30]=[C:31]([C:32]3[CH:37]=[CH:36][CH:35]=[CH:34][CH:33]=3)[C:24]([C:21]3[CH:20]=[CH:19][C:18]([CH2:17][N:14]4[CH2:15][CH2:16][CH:11]([N:8]5[C:4]6=[N:5][CH:6]=[N:7][C:2]([NH2:1])=[C:3]6[CH:10]=[N:9]5)[CH2:12][CH2:13]4)=[CH:23][CH:22]=3)=[N:25][CH:26]=2)=[N:29][N:39]=1, predict the reactants needed to synthesize it. The reactants are: [NH2:1][C:2]1[N:7]=[CH:6][N:5]=[C:4]2[N:8]([CH:11]3[CH2:16][CH2:15][N:14]([CH2:17][C:18]4[CH:23]=[CH:22][C:21]([C:24]5[C:31]([C:32]6[CH:37]=[CH:36][CH:35]=[CH:34][CH:33]=6)=[CH:30][C:27]([C:28]#[N:29])=[CH:26][N:25]=5)=[CH:20][CH:19]=4)[CH2:13][CH2:12]3)[N:9]=[CH:10][C:3]=12.N[NH:39][C:40]([NH2:42])=[S:41].C(=O)(O)[O-].[Na+]. (5) Given the product [OH:1][C@H:2]([CH3:15])[CH2:3][N:4]1[C:9](=[O:10])[CH:8]=[CH:7][C:6]([C:11]([OH:13])=[O:12])=[CH:5]1, predict the reactants needed to synthesize it. The reactants are: [OH:1][C@H:2]([CH3:15])[CH2:3][N:4]1[C:9](=[O:10])[CH:8]=[CH:7][C:6]([C:11]([O:13]C)=[O:12])=[CH:5]1.C1COCC1.[Li+].[OH-].